Dataset: Forward reaction prediction with 1.9M reactions from USPTO patents (1976-2016). Task: Predict the product of the given reaction. (1) Given the reactants [Br:1]N1C(=O)CCC1=O.C(OOC(=O)C1C=CC=CC=1)(=O)C1C=CC=CC=1.[C:27]([O:30][C:31]1[CH:32]=[C:33]([CH3:41])[CH:34]=[CH:35][C:36]=1[C:37]([CH3:40])([CH3:39])[CH3:38])(=[O:29])[CH3:28], predict the reaction product. The product is: [C:27]([O:30][C:31]1[CH:32]=[C:33]([CH:34]=[CH:35][C:36]=1[C:37]([CH3:40])([CH3:39])[CH3:38])[CH2:41][Br:1])(=[O:29])[CH3:28]. (2) Given the reactants [CH2:1]([NH:3][CH2:4][CH2:5][N:6]([CH3:8])[CH3:7])[CH3:2].[Cl:9][C:10]1[N:15]=[CH:14][C:13]([S:16](Cl)(=[O:18])=[O:17])=[CH:12][CH:11]=1, predict the reaction product. The product is: [Cl:9][C:10]1[N:15]=[CH:14][C:13]([S:16]([N:3]([CH2:4][CH2:5][N:6]([CH3:8])[CH3:7])[CH2:1][CH3:2])(=[O:18])=[O:17])=[CH:12][CH:11]=1.